This data is from Full USPTO retrosynthesis dataset with 1.9M reactions from patents (1976-2016). The task is: Predict the reactants needed to synthesize the given product. (1) Given the product [CH2:36]([N:33]([CH2:34][CH3:35])[C:32](=[O:38])[CH:25]([N:22]1[CH2:21][CH2:20][N:19]([C:16]2[CH:17]=[CH:18][C:13]([C:9]3[NH:8][CH:12]=[CH:11][CH:10]=3)=[CH:14][C:15]=2[F:39])[CH2:24][CH2:23]1)[C:26]1[CH:27]=[CH:28][CH:29]=[CH:30][CH:31]=1)[CH3:37], predict the reactants needed to synthesize it. The reactants are: C(OC([N:8]1[CH:12]=[CH:11][CH:10]=[C:9]1[C:13]1[CH:18]=[CH:17][C:16]([N:19]2[CH2:24][CH2:23][N:22]([CH:25]([C:32](=[O:38])[N:33]([CH2:36][CH3:37])[CH2:34][CH3:35])[C:26]3[CH:31]=[CH:30][CH:29]=[CH:28][CH:27]=3)[CH2:21][CH2:20]2)=[C:15]([F:39])[CH:14]=1)=O)(C)(C)C.[OH-].[Na+]. (2) Given the product [C:1]([O:5][C:6]([N:8]1[CH2:13][CH2:12][CH2:11][CH2:10][C@H:9]1[CH2:14][CH2:15][O:16][S:18]([CH3:17])(=[O:20])=[O:19])=[O:7])([CH3:4])([CH3:3])[CH3:2], predict the reactants needed to synthesize it. The reactants are: [C:1]([O:5][C:6]([N:8]1[CH2:13][CH2:12][CH2:11][CH2:10][C@H:9]1[CH2:14][CH2:15][OH:16])=[O:7])([CH3:4])([CH3:3])[CH3:2].[CH3:17][S:18](Cl)(=[O:20])=[O:19].C(N(CC)CC)C. (3) Given the product [F:11][C:12]1[CH:17]=[CH:16][C:15]([C:18]2[N:19]=[C:20]3[CH:25]=[CH:24][CH:23]=[N:22][N:21]3[C:26]=2[C:27]2[CH:32]=[CH:31][N:30]=[C:29]([NH:33][C:34]([NH:36][CH2:37][C:38](=[O:40])[CH3:39])=[O:35])[CH:28]=2)=[CH:14][C:13]=1[CH3:41], predict the reactants needed to synthesize it. The reactants are: CS(C)=O.C(Cl)(=O)C(Cl)=O.[F:11][C:12]1[CH:17]=[CH:16][C:15]([C:18]2[N:19]=[C:20]3[CH:25]=[CH:24][CH:23]=[N:22][N:21]3[C:26]=2[C:27]2[CH:32]=[CH:31][N:30]=[C:29]([NH:33][C:34]([NH:36][CH2:37][CH:38]([OH:40])[CH3:39])=[O:35])[CH:28]=2)=[CH:14][C:13]=1[CH3:41].C(N(CC)CC)C. (4) The reactants are: Br[C:2]([F:10])([F:9])[C:3]([F:8])([F:7])[CH2:4][CH2:5][OH:6].C([O-])(O)=O.[Na+:15].[O-:16][S:17](S([O-])=O)=[O:18].[Na+].[Na+].[Br-]. Given the product [OH:6][CH2:5][CH2:4][C:3]([F:8])([F:7])[C:2]([F:10])([F:9])[S:17]([O-:18])=[O:16].[Na+:15], predict the reactants needed to synthesize it. (5) Given the product [CH:1]([C:4]1[CH:5]=[CH:6][C:7]([CH2:8][C:9]2[C:23]([CH3:24])=[CH:22][C:21]([CH3:25])=[CH:20][C:10]=2[O:11][C:12]([CH3:18])([CH3:19])[C:13]([OH:15])=[O:14])=[CH:26][CH:27]=1)([CH3:3])[CH3:2], predict the reactants needed to synthesize it. The reactants are: [CH:1]([C:4]1[CH:27]=[CH:26][C:7]([CH2:8][C:9]2[C:23]([CH3:24])=[CH:22][C:21]([CH3:25])=[CH:20][C:10]=2[O:11][C:12]([CH3:19])([CH3:18])[C:13]([O:15]CC)=[O:14])=[CH:6][CH:5]=1)([CH3:3])[CH3:2].[OH-].[Na+].C1COCC1.Cl. (6) Given the product [Cl:35][C:32]1[CH:33]=[CH:34][C:29]([O:28][C:25]2[CH:24]=[CH:23][C:22]([CH2:21][CH2:20][O:19][C:17]3[NH:18][CH:9]=[C:3]([CH2:1][CH3:2])[C:4](=[O:5])[N:40]=3)=[CH:27][CH:26]=2)=[CH:30][C:31]=1[C:36]([F:39])([F:38])[F:37], predict the reactants needed to synthesize it. The reactants are: [CH2:1](/[C:3](=[CH:9]/O)/[C:4](OCC)=[O:5])[CH3:2].C([O-])([O-])=O.[K+].[K+].[C:17](=[NH:40])([O:19][CH2:20][CH2:21][C:22]1[CH:27]=[CH:26][C:25]([O:28][C:29]2[CH:34]=[CH:33][C:32]([Cl:35])=[C:31]([C:36]([F:39])([F:38])[F:37])[CH:30]=2)=[CH:24][CH:23]=1)[NH2:18].